This data is from Catalyst prediction with 721,799 reactions and 888 catalyst types from USPTO. The task is: Predict which catalyst facilitates the given reaction. (1) Reactant: C([O:8][CH:9]([C:11]1[NH:16][C:15](=[O:17])[C:14]2=[CH:18][N:19]=[C:20]([C:21]3[CH2:22][CH2:23][O:24][CH2:25][CH:26]=3)[N:13]2[N:12]=1)[CH3:10])C1C=CC=CC=1. Product: [OH:8][CH:9]([C:11]1[NH:16][C:15](=[O:17])[C:14]2=[CH:18][N:19]=[C:20]([CH:21]3[CH2:22][CH2:23][O:24][CH2:25][CH2:26]3)[N:13]2[N:12]=1)[CH3:10]. The catalyst class is: 105. (2) Reactant: [OH:1][CH2:2][CH2:3][CH2:4][CH2:5][CH2:6][CH2:7][CH:8]([C:13]([O:15][CH3:16])=[O:14])[C:9]([O:11][CH3:12])=[O:10].[N+:17]([C:20]1[CH:25]=[CH:24][C:23](O)=[CH:22][CH:21]=1)([O-:19])=[O:18].C1(P(C2C=CC=CC=2)C2C=CC=CC=2)C=CC=CC=1.N(C(OC(C)C)=O)=NC(OC(C)C)=O. Product: [CH3:16][O:15][C:13]([CH:8]([CH2:7][CH2:6][CH2:5][CH2:4][CH2:3][CH2:2][O:1][C:23]1[CH:24]=[CH:25][C:20]([N+:17]([O-:19])=[O:18])=[CH:21][CH:22]=1)[C:9]([O:11][CH3:12])=[O:10])=[O:14]. The catalyst class is: 1.